Dataset: Reaction yield outcomes from USPTO patents with 853,638 reactions. Task: Predict the reaction yield, written as a fraction of the theoretical maximum amount of product (1.0 means a 100% yield; for example, 0.34 means a 34% yield). (1) The reactants are [CH3:1][C:2]1([CH3:18])[CH2:7][C:6](=[O:8])[CH:5]=[C:4]([C:9]2[CH:14]=[CH:13][N:12]=[CH:11][C:10]=2[N+:15]([O-:17])=[O:16])[CH2:3]1.[BH4-].[Na+]. The catalyst is CO. The product is [CH3:1][C:2]1([CH3:18])[CH2:7][CH:6]([OH:8])[CH:5]=[C:4]([C:9]2[CH:14]=[CH:13][N:12]=[CH:11][C:10]=2[N+:15]([O-:17])=[O:16])[CH2:3]1. The yield is 0.740. (2) The reactants are C(OC([NH:8][CH2:9][C:10]([O:12][C:13]1([CH2:16][CH2:17][O:18][C:19]2[CH:28]=[C:27]3[C:22]([C:23]([O:29][C:30]4[CH:35]=[CH:34][C:33]([NH:36][C:37]([C:39]5([C:42](=[O:50])[NH:43][C:44]6[CH:49]=[CH:48][CH:47]=[CH:46][CH:45]=6)[CH2:41][CH2:40]5)=[O:38])=[CH:32][C:31]=4[F:51])=[CH:24][CH:25]=[N:26]3)=[CH:21][CH:20]=2)[CH2:15][CH2:14]1)=[O:11])=O)(C)(C)C.[ClH:52]. The catalyst is CCOC(C)=O. The product is [ClH:52].[NH2:8][CH2:9][C:10]([O:12][C:13]1([CH2:16][CH2:17][O:18][C:19]2[CH:28]=[C:27]3[C:22]([C:23]([O:29][C:30]4[CH:35]=[CH:34][C:33]([NH:36][C:37]([C:39]5([C:42](=[O:50])[NH:43][C:44]6[CH:45]=[CH:46][CH:47]=[CH:48][CH:49]=6)[CH2:40][CH2:41]5)=[O:38])=[CH:32][C:31]=4[F:51])=[CH:24][CH:25]=[N:26]3)=[CH:21][CH:20]=2)[CH2:14][CH2:15]1)=[O:11]. The yield is 0.830.